From a dataset of NCI-60 drug combinations with 297,098 pairs across 59 cell lines. Regression. Given two drug SMILES strings and cell line genomic features, predict the synergy score measuring deviation from expected non-interaction effect. Drug 1: CC1=C2C(C(=O)C3(C(CC4C(C3C(C(C2(C)C)(CC1OC(=O)C(C(C5=CC=CC=C5)NC(=O)OC(C)(C)C)O)O)OC(=O)C6=CC=CC=C6)(CO4)OC(=O)C)O)C)O. Drug 2: CS(=O)(=O)OCCCCOS(=O)(=O)C. Cell line: PC-3. Synergy scores: CSS=5.76, Synergy_ZIP=-3.66, Synergy_Bliss=-3.48, Synergy_Loewe=-4.50, Synergy_HSA=-2.02.